This data is from NCI-60 drug combinations with 297,098 pairs across 59 cell lines. The task is: Regression. Given two drug SMILES strings and cell line genomic features, predict the synergy score measuring deviation from expected non-interaction effect. (1) Drug 1: CCC1=C2CN3C(=CC4=C(C3=O)COC(=O)C4(CC)O)C2=NC5=C1C=C(C=C5)O. Drug 2: CS(=O)(=O)OCCCCOS(=O)(=O)C. Cell line: OVCAR-8. Synergy scores: CSS=39.1, Synergy_ZIP=-4.97, Synergy_Bliss=-2.43, Synergy_Loewe=-63.9, Synergy_HSA=-0.967. (2) Drug 1: CN1C(=O)N2C=NC(=C2N=N1)C(=O)N. Drug 2: COC1=NC(=NC2=C1N=CN2C3C(C(C(O3)CO)O)O)N. Cell line: ACHN. Synergy scores: CSS=-3.91, Synergy_ZIP=2.53, Synergy_Bliss=3.22, Synergy_Loewe=-5.51, Synergy_HSA=-4.64.